From a dataset of Peptide-MHC class I binding affinity with 185,985 pairs from IEDB/IMGT. Regression. Given a peptide amino acid sequence and an MHC pseudo amino acid sequence, predict their binding affinity value. This is MHC class I binding data. The peptide sequence is AFPTSCHMFIICF. The MHC is HLA-B27:05 with pseudo-sequence HLA-B27:05. The binding affinity (normalized) is 0.